Dataset: Forward reaction prediction with 1.9M reactions from USPTO patents (1976-2016). Task: Predict the product of the given reaction. (1) Given the reactants [OH-].[Na+].C[O:4][C:5](=[O:29])[CH:6]([C:8]1[C:16]2[C:11](=[N:12][CH:13]=[CH:14][CH:15]=2)[N:10]([S:17]([C:20]2[CH:25]=[CH:24][C:23]([Cl:26])=[C:22]([Cl:27])[CH:21]=2)(=[O:19])=[O:18])[C:9]=1[CH3:28])[CH3:7], predict the reaction product. The product is: [Cl:27][C:22]1[CH:21]=[C:20]([S:17]([N:10]2[C:11]3=[N:12][CH:13]=[CH:14][CH:15]=[C:16]3[C:8]([CH:6]([CH3:7])[C:5]([OH:29])=[O:4])=[C:9]2[CH3:28])(=[O:18])=[O:19])[CH:25]=[CH:24][C:23]=1[Cl:26]. (2) Given the reactants [Br:1][C:2]1[CH:7]=[CH:6][C:5]([C@@H:8]([NH:11]C(=O)C(F)(F)F)[CH2:9][CH3:10])=[CH:4][CH:3]=1.[OH-].[Na+], predict the reaction product. The product is: [Br:1][C:2]1[CH:3]=[CH:4][C:5]([C@@H:8]([NH2:11])[CH2:9][CH3:10])=[CH:6][CH:7]=1. (3) The product is: [N:23]1([C:20]2[CH:21]=[CH:22][C:17]([C:15]3[N:10]=[C:8]4[N:7]([CH:14]=3)[C:6]3[CH:11]=[CH:12][C:3]([O:2][CH3:1])=[CH:4][C:5]=3[S:9]4)=[CH:18][CH:19]=2)[CH2:24][CH2:25][CH2:26][CH2:27]1. Given the reactants [CH3:1][O:2][C:3]1[CH:12]=[CH:11][C:6]2[N:7]=[C:8]([NH2:10])[S:9][C:5]=2[CH:4]=1.Br[CH2:14][C:15]([C:17]1[CH:22]=[CH:21][C:20]([N:23]2[CH2:27][CH2:26][CH2:25][CH2:24]2)=[CH:19][CH:18]=1)=O, predict the reaction product. (4) Given the reactants C(O)CO.[Cl:5][C:6]1[S:10][C:9]([C:11]([NH:13][C:14]2[CH:22]=[CH:21][CH:20]=[C:19]3[C:15]=2[C:16](=[O:31])[N:17]([CH2:23][C:24]2[CH:29]=[CH:28][C:27](I)=[CH:26][CH:25]=2)[CH2:18]3)=[O:12])=[CH:8][CH:7]=1.[NH2:32][CH2:33][CH2:34][OH:35].P([O-])([O-])([O-])=O.[K+].[K+].[K+], predict the reaction product. The product is: [Cl:5][C:6]1[S:10][C:9]([C:11]([NH:13][C:14]2[CH:22]=[CH:21][CH:20]=[C:19]3[C:15]=2[C:16](=[O:31])[N:17]([CH2:23][C:24]2[CH:29]=[CH:28][C:27]([NH:32][CH2:33][CH2:34][OH:35])=[CH:26][CH:25]=2)[CH2:18]3)=[O:12])=[CH:8][CH:7]=1. (5) Given the reactants [Cl:1][C:2]1[N:7]=[C:6](Cl)[C:5]([Cl:9])=[CH:4][N:3]=1.C(N(CC)CC)C.[NH2:17][C@H:18]([C:21]1[CH:26]=[CH:25][C:24]([F:27])=[CH:23][CH:22]=1)[CH2:19][OH:20], predict the reaction product. The product is: [Cl:1][C:2]1[N:7]=[C:6]([NH:17][C@H:18]([C:21]2[CH:26]=[CH:25][C:24]([F:27])=[CH:23][CH:22]=2)[CH2:19][OH:20])[C:5]([Cl:9])=[CH:4][N:3]=1.